Dataset: Buchwald-Hartwig C-N cross coupling reaction yields with 55,370 reactions. Task: Predict the reaction yield, written as a fraction of the theoretical maximum amount of product (1.0 means a 100% yield; for example, 0.34 means a 34% yield). The reactants are Ic1ccccn1.Cc1ccc(N)cc1.O=S(=O)(O[Pd]1c2ccccc2-c2ccccc2N~1)C(F)(F)F.CC(C)c1cc(C(C)C)c(-c2ccccc2P(C2CCCCC2)C2CCCCC2)c(C(C)C)c1.CN(C)C(=NC(C)(C)C)N(C)C.Cc1cc(C)on1. No catalyst specified. The product is Cc1ccc(Nc2ccccn2)cc1. The yield is 0.482.